From a dataset of Reaction yield outcomes from USPTO patents with 853,638 reactions. Predict the reaction yield, written as a fraction of the theoretical maximum amount of product (1.0 means a 100% yield; for example, 0.34 means a 34% yield). (1) The reactants are [Cl:1][C:2]1[CH:7]=[CH:6][C:5]([O:8][C:9]2[CH:14]=[CH:13][C:12]([CH2:15]Cl)=[CH:11][CH:10]=2)=[CH:4][C:3]=1[C:17]([F:20])([F:19])[F:18].[CH2:21]([C:23]1[C:24](=[O:30])[NH:25][C:26](=[S:29])[NH:27][CH:28]=1)[CH3:22].CCN(C(C)C)C(C)C. The catalyst is ClCCCl. The product is [Cl:1][C:2]1[CH:7]=[CH:6][C:5]([O:8][C:9]2[CH:14]=[CH:13][C:12]([CH2:15][S:29][C:26]3[NH:27][CH:28]=[C:23]([CH2:21][CH3:22])[C:24](=[O:30])[N:25]=3)=[CH:11][CH:10]=2)=[CH:4][C:3]=1[C:17]([F:20])([F:19])[F:18]. The yield is 0.459. (2) The reactants are [CH3:1][C:2]([C:6]1[CH:11]=[CH:10][C:9]([N+:12]([O-:14])=[O:13])=[CH:8][CH:7]=1)([CH3:5])[CH2:3][NH2:4].[OH-].[Na+].[CH3:17][C:18]([O:21][C:22](O[C:22]([O:21][C:18]([CH3:20])([CH3:19])[CH3:17])=[O:23])=[O:23])([CH3:20])[CH3:19].OS([O-])(=O)=O.[K+]. The product is [CH3:5][C:2]([C:6]1[CH:11]=[CH:10][C:9]([N+:12]([O-:14])=[O:13])=[CH:8][CH:7]=1)([CH3:1])[CH2:3][NH:4][C:22](=[O:23])[O:21][C:18]([CH3:20])([CH3:19])[CH3:17]. The yield is 0.800. The catalyst is O1CCOCC1.O. (3) The reactants are [CH3:1][N:2]1[C:10]2[C:5](=[CH:6][CH:7]=[CH:8][CH:9]=2)[C:4]([CH3:11])=[C:3]1[CH2:12][N:13]([CH3:18])[C:14](=[O:17])[CH:15]=[CH2:16].Br[C:20]1[CH:21]=[C:22]2[C:27](=[N:28][CH:29]=1)[NH:26][C:25](=[O:30])[CH2:24][CH2:23]2.CCN(C(C)C)C(C)C.C1(C)C=CC=CC=1P(C1C=CC=CC=1C)C1C=CC=CC=1C. The catalyst is C(#N)CC.C([O-])(=O)C.[Pd+2].C([O-])(=O)C. The product is [CH3:1][N:2]1[C:10]2[C:5](=[CH:6][CH:7]=[CH:8][CH:9]=2)[C:4]([CH3:11])=[C:3]1[CH2:12][N:13]([CH3:18])[C:14](=[O:17])/[CH:15]=[CH:16]/[C:20]1[CH:29]=[N:28][C:27]2[NH:26][C:25](=[O:30])[CH2:24][CH2:23][C:22]=2[CH:21]=1. The yield is 0.590.